Task: Predict the reactants needed to synthesize the given product.. Dataset: Full USPTO retrosynthesis dataset with 1.9M reactions from patents (1976-2016) (1) Given the product [C:1]([O:5][C:6]([N:8]1[CH2:13][CH2:12][N:11]([C:14]2[N:15]=[C:16]([C:42]3[CH:41]=[CH:40][N:39]=[C:38]([NH:37][CH:31]4[CH2:36][CH2:35][CH2:34][CH2:33][CH2:32]4)[CH:43]=3)[CH:17]=[C:18]([NH:20][C:21]([NH:23][C:24]3[CH:29]=[CH:28][CH:27]=[CH:26][CH:25]=3)=[O:22])[CH:19]=2)[CH2:10][CH2:9]1)=[O:7])([CH3:4])([CH3:3])[CH3:2], predict the reactants needed to synthesize it. The reactants are: [C:1]([O:5][C:6]([N:8]1[CH2:13][CH2:12][N:11]([C:14]2[CH:19]=[C:18]([NH:20][C:21]([NH:23][C:24]3[CH:29]=[CH:28][CH:27]=[CH:26][CH:25]=3)=[O:22])[CH:17]=[C:16](Cl)[N:15]=2)[CH2:10][CH2:9]1)=[O:7])([CH3:4])([CH3:3])[CH3:2].[CH:31]1([NH:37][C:38]2[CH:43]=[C:42]([Sn](C)(C)C)[CH:41]=[CH:40][N:39]=2)[CH2:36][CH2:35][CH2:34][CH2:33][CH2:32]1. (2) The reactants are: [CH2:1]([O:3][C:4]1[CH:5]=[C:6]([CH:9]=[CH:10][C:11]=1[OH:12])[C:7]#[N:8])[CH3:2].C(N(CC)CC)C.[NH4+]=[S:21]. Given the product [CH2:1]([O:3][C:4]1[CH:5]=[C:6]([CH:9]=[CH:10][C:11]=1[OH:12])[C:7](=[S:21])[NH2:8])[CH3:2], predict the reactants needed to synthesize it. (3) Given the product [Cl:26][C:27]1[N:28]=[CH:29][C:30]([C:2]2[CH:3]=[CH:4][C:5]3[N:6]=[CH:7][N:8]=[C:9]([NH:12][CH:13]4[CH2:18][CH2:17][N:16]([C:19]([O:21][C:22]([CH3:24])([CH3:25])[CH3:23])=[O:20])[CH2:15][CH2:14]4)[C:10]=3[N:11]=2)=[CH:31][C:32]=1[NH:33][S:34]([C:37]1[CH:42]=[CH:41][C:40]([F:43])=[CH:39][C:38]=1[F:44])(=[O:36])=[O:35], predict the reactants needed to synthesize it. The reactants are: Cl[C:2]1[CH:3]=[CH:4][C:5]2[N:6]=[CH:7][N:8]=[C:9]([NH:12][CH:13]3[CH2:18][CH2:17][N:16]([C:19]([O:21][C:22]([CH3:25])([CH3:24])[CH3:23])=[O:20])[CH2:15][CH2:14]3)[C:10]=2[N:11]=1.[Cl:26][C:27]1[C:32]([NH:33][S:34]([C:37]2[CH:42]=[CH:41][C:40]([F:43])=[CH:39][C:38]=2[F:44])(=[O:36])=[O:35])=[CH:31][C:30](B2OC(C)(C)C(C)(C)O2)=[CH:29][N:28]=1.C(=O)(O)[O-].[Na+]. (4) Given the product [Cl-:17].[CH2:1]([NH+:8]1[CH2:12][CH2:11][CH2:10][CH:9]1[CH2:13][Cl:17])[C:2]1[CH:7]=[CH:6][CH:5]=[CH:4][CH:3]=1, predict the reactants needed to synthesize it. The reactants are: [CH2:1]([N:8]1[CH2:12][CH2:11][CH2:10][CH:9]1[CH2:13]O)[C:2]1[CH:7]=[CH:6][CH:5]=[CH:4][CH:3]=1.S(Cl)([Cl:17])=O. (5) Given the product [CH3:22][O:11][C:10](=[O:12])[C@@H:9]([NH:8][C:6]([O:5][C:1]([CH3:4])([CH3:2])[CH3:3])=[O:7])[CH2:13][C:14]1[CH:15]=[C:16]([F:21])[CH:17]=[C:18]([F:20])[CH:19]=1, predict the reactants needed to synthesize it. The reactants are: [C:1]([O:5][C:6]([NH:8][C@@H:9]([CH2:13][C:14]1[CH:19]=[C:18]([F:20])[CH:17]=[C:16]([F:21])[CH:15]=1)[C:10]([OH:12])=[O:11])=[O:7])([CH3:4])([CH3:3])[CH3:2].[C:22](=O)([O-])[O-].[K+].[K+].S(OC)(OC)(=O)=O.[OH-].[NH4+]. (6) Given the product [OH:1][C:2]([CH3:35])([CH3:34])[CH2:3][C@@:4]1([C:28]2[CH:33]=[CH:32][CH:31]=[CH:30][CH:29]=2)[O:9][C:8](=[O:10])[N:7]([C@H:11]([C:13]2[CH:14]=[CH:15][C:16]([C:37]3[CH:38]=[CH:39][C:40](=[O:47])[N:41]([CH:43]([CH3:45])[CH3:44])[CH:42]=3)=[CH:17][CH:18]=2)[CH3:12])[CH2:6][CH2:5]1, predict the reactants needed to synthesize it. The reactants are: [OH:1][C:2]([CH3:35])([CH3:34])[CH2:3][C@@:4]1([C:28]2[CH:33]=[CH:32][CH:31]=[CH:30][CH:29]=2)[O:9][C:8](=[O:10])[N:7]([C@H:11]([C:13]2[CH:18]=[CH:17][C:16](B3OC(C)(C)C(C)(C)O3)=[CH:15][CH:14]=2)[CH3:12])[CH2:6][CH2:5]1.Br[C:37]1[CH:38]=[CH:39][CH2:40][N:41]([CH:43]([CH3:45])[CH3:44])[CH:42]=1.C([O-])([O-])=[O:47].[Cs+].[Cs+].